This data is from Full USPTO retrosynthesis dataset with 1.9M reactions from patents (1976-2016). The task is: Predict the reactants needed to synthesize the given product. (1) Given the product [F:32][C:2]([F:1])([F:31])[C:3]1[N:8]=[CH:7][C:6]2[CH2:9][NH:10][CH2:11][C:5]=2[CH:4]=1, predict the reactants needed to synthesize it. The reactants are: [F:1][C:2]([F:32])([F:31])[C:3]1[N:8]=[CH:7][C:6]2[CH2:9][N:10](C(C3C=CC=CC=3)(C3C=CC=CC=3)C3C=CC=CC=3)[CH2:11][C:5]=2[CH:4]=1.FC(F)(F)C(O)=O. (2) Given the product [CH2:26]([C:18]1[O:19][C:20]2[CH:25]=[CH:24][CH:23]=[CH:22][C:21]=2[C:17]=1/[CH:16]=[N:15]/[O:14][CH2:13][CH2:12][CH2:11][O:10][C:7]1[CH:8]=[CH:9][C:4]([C:3]([OH:43])=[O:2])=[C:5]([NH:30][C:31](=[O:42])[C:32]2[CH:33]=[CH:34][C:35]([C:38]([CH3:39])([CH3:41])[CH3:40])=[CH:36][CH:37]=2)[CH:6]=1)[CH2:27][CH2:28][CH3:29], predict the reactants needed to synthesize it. The reactants are: C[O:2][C:3](=[O:43])[C:4]1[CH:9]=[CH:8][C:7]([O:10][CH2:11][CH2:12][CH2:13][O:14]/[N:15]=[CH:16]/[C:17]2[C:21]3[CH:22]=[CH:23][CH:24]=[CH:25][C:20]=3[O:19][C:18]=2[CH2:26][CH2:27][CH2:28][CH3:29])=[CH:6][C:5]=1[NH:30][C:31](=[O:42])[C:32]1[CH:37]=[CH:36][C:35]([C:38]([CH3:41])([CH3:40])[CH3:39])=[CH:34][CH:33]=1.[OH-].[Na+]. (3) Given the product [C:12]([C:16]1[CH:21]=[CH:20][C:19]([N:22]2[C:26]([CH3:27])=[C:25]([C:28]([NH:22][C:26]3[CH:7]=[N:8][C:11]([CH:16]4[CH2:21][CH2:20][C:19]5([O:5][CH2:1][CH2:2][O:3]5)[CH2:18][CH2:17]4)=[CH:24][CH:25]=3)=[O:30])[CH:24]=[N:23]2)=[CH:18][CH:17]=1)([CH3:14])([CH3:15])[CH3:13], predict the reactants needed to synthesize it. The reactants are: [C:1](Cl)(=[O:5])[C:2](Cl)=[O:3].[CH3:7][N:8]([CH3:11])C=O.[C:12]([C:16]1[CH:21]=[CH:20][C:19]([N:22]2[C:26]([CH3:27])=[C:25]([C:28]([OH:30])=O)[CH:24]=[N:23]2)=[CH:18][CH:17]=1)([CH3:15])([CH3:14])[CH3:13]. (4) Given the product [CH2:1]([O:3][C:4]([N:6]1[C:15]2[C:10](=[N:11][C:12]([O:16][CH3:17])=[CH:13][CH:14]=2)[C@@H:9]([NH:18][C:19]2[N:24]=[C:23]([CH2:25][C:26]3[CH:27]=[C:28]([C:36]([F:38])([F:39])[F:37])[CH:29]=[C:30]([C:32]([F:33])([F:34])[F:35])[CH:31]=3)[C:22]([CH2:40][O:41][CH2:42][CH2:43][C:44]([OH:46])=[O:45])=[CH:21][N:20]=2)[CH2:8][C@H:7]1[CH2:51][CH3:52])=[O:5])[CH3:2], predict the reactants needed to synthesize it. The reactants are: [CH2:1]([O:3][C:4]([N:6]1[C:15]2[C:10](=[N:11][C:12]([O:16][CH3:17])=[CH:13][CH:14]=2)[C@@H:9]([NH:18][C:19]2[N:24]=[C:23]([CH2:25][C:26]3[CH:31]=[C:30]([C:32]([F:35])([F:34])[F:33])[CH:29]=[C:28]([C:36]([F:39])([F:38])[F:37])[CH:27]=3)[C:22]([CH2:40][O:41][CH2:42][CH2:43][C:44]([O:46]C(C)(C)C)=[O:45])=[CH:21][N:20]=2)[CH2:8][C@H:7]1[CH2:51][CH3:52])=[O:5])[CH3:2]. (5) The reactants are: [Cl:1][C:2]1[CH:3]=[CH:4][C:5](/[CH:14]=[CH:15]/[C:16]([O:18]C(C)(C)C)=[O:17])=[C:6]([C:8]2[CH:13]=[CH:12][CH:11]=[CH:10][CH:9]=2)[CH:7]=1. Given the product [Cl:1][C:2]1[CH:3]=[CH:4][C:5](/[CH:14]=[CH:15]/[C:16]([OH:18])=[O:17])=[C:6]([C:8]2[CH:13]=[CH:12][CH:11]=[CH:10][CH:9]=2)[CH:7]=1, predict the reactants needed to synthesize it. (6) Given the product [CH3:20][C:8]1([CH3:21])[CH:7]=[C:6]([CH3:22])[C:5]2[C:10](=[CH:11][CH:12]=[C:3]([CH2:2][S:56]([C:53]3[CH:54]=[CH:55][C:50]([CH3:59])=[CH:51][CH:52]=3)(=[O:58])=[O:57])[CH:4]=2)[N:9]1[C:13]([O:15][C:16]([CH3:18])([CH3:19])[CH3:17])=[O:14], predict the reactants needed to synthesize it. The reactants are: O[CH2:2][C:3]1[CH:4]=[C:5]2[C:10](=[CH:11][CH:12]=1)[N:9]([C:13]([O:15][C:16]([CH3:19])([CH3:18])[CH3:17])=[O:14])[C:8]([CH3:21])([CH3:20])[CH:7]=[C:6]2[CH3:22].C1(P(C2C=CC=CC=2)C2C=CC=CC=2)C=CC=CC=1.BrN1C(=O)CCC1=O.[C:50]1([CH3:59])[CH:55]=[CH:54][C:53]([S:56]([O-:58])=[O:57])=[CH:52][CH:51]=1.[Na+].S([O-])([O-])(=O)=S.[Na+].[Na+]. (7) The reactants are: [C:1]1([N:7]2[C:16]3[C:11](=[CH:12][C:13]([NH2:17])=[CH:14][CH:15]=3)[CH2:10][CH2:9][CH2:8]2)[CH:6]=[CH:5][CH:4]=[CH:3][CH:2]=1.Cl[C:19]1[N:28]=[CH:27][C:26]([CH:29]2[CH2:31][CH2:30]2)=[CH:25][C:20]=1[C:21]([O:23][CH3:24])=[O:22].C(=O)([O-])[O-].[Cs+].[Cs+]. Given the product [CH:29]1([C:26]2[CH:27]=[N:28][C:19]([NH:17][C:13]3[CH:12]=[C:11]4[C:16](=[CH:15][CH:14]=3)[N:7]([C:1]3[CH:6]=[CH:5][CH:4]=[CH:3][CH:2]=3)[CH2:8][CH2:9][CH2:10]4)=[C:20]([CH:25]=2)[C:21]([O:23][CH3:24])=[O:22])[CH2:30][CH2:31]1, predict the reactants needed to synthesize it. (8) Given the product [CH3:11][N:12]([CH3:14])/[CH:13]=[CH:5]/[C:4](=[O:6])[CH:3]([O:7][CH3:8])[O:2][CH3:1], predict the reactants needed to synthesize it. The reactants are: [CH3:1][O:2][CH:3]([O:7][CH3:8])[C:4](=[O:6])[CH3:5].CO[CH:11](OC)[N:12]([CH3:14])[CH3:13]. (9) Given the product [Cl:20][C:16]1[CH:15]=[C:14]([C@@:12]([C@@H:21]2[CH2:26][CH2:25][CH2:24][N:23]([C:27]([O:29][C:30]([CH3:33])([CH3:32])[CH3:31])=[O:28])[CH2:22]2)([O:11][CH2:10][CH2:9][OH:8])[CH3:13])[CH:19]=[CH:18][CH:17]=1, predict the reactants needed to synthesize it. The reactants are: [Si]([O:8][CH2:9][CH2:10][O:11][C@:12]([C@@H:21]1[CH2:26][CH2:25][CH2:24][N:23]([C:27]([O:29][C:30]([CH3:33])([CH3:32])[CH3:31])=[O:28])[CH2:22]1)([C:14]1[CH:19]=[CH:18][CH:17]=[C:16]([Cl:20])[CH:15]=1)[CH3:13])(C(C)(C)C)(C)C.[F-].C([N+](CC)(CC)CC)C. (10) Given the product [N+:10]([O-:13])([O-:12])=[O:11].[Mn+2:14].[N+:15]([O-:18])([O-:17])=[O:16], predict the reactants needed to synthesize it. The reactants are: C(Cl)Cl.O.O.O.O.O.O.[N+:10]([O-:13])([O-:12])=[O:11].[Mn+2:14].[N+:15]([O-:18])([O-:17])=[O:16].